This data is from Catalyst prediction with 721,799 reactions and 888 catalyst types from USPTO. The task is: Predict which catalyst facilitates the given reaction. (1) Reactant: [N:1]1[CH:6]=[CH:5][CH:4]=[CH:3][C:2]=1[C:7]1[O:8][C:9]2[CH2:14][CH2:13][N:12]([C:15]3[CH:23]=[CH:22][CH:21]=[C:20]4[C:16]=3[CH:17]=[CH:18][N:19]4S(C3C=CC(C)=CC=3)(=O)=O)[CH2:11][C:10]=2[N:34]=1.C(O[Na])(C)(C)C. Product: [NH:19]1[C:20]2[C:16](=[C:15]([N:12]3[CH2:13][CH2:14][C:9]4[O:8][C:7]([C:2]5[CH:3]=[CH:4][CH:5]=[CH:6][N:1]=5)=[N:34][C:10]=4[CH2:11]3)[CH:23]=[CH:22][CH:21]=2)[CH:17]=[CH:18]1. The catalyst class is: 11. (2) Reactant: S(C)C.C1(C)C=CC=CC=1.[Cl:11][C:12]1[CH:13]=[CH:14][C:15]([CH3:33])=[C:16]([CH:32]=1)[C:17]([C@@H:19]1[CH2:24][CH2:23][CH2:22][N:21]([C:25]([O:27][C:28]([CH3:31])([CH3:30])[CH3:29])=[O:26])[CH2:20]1)=[O:18]. Product: [Cl:11][C:12]1[CH:13]=[CH:14][C:15]([CH3:33])=[C:16]([C@H:17]([OH:18])[C@@H:19]2[CH2:24][CH2:23][CH2:22][N:21]([C:25]([O:27][C:28]([CH3:29])([CH3:30])[CH3:31])=[O:26])[CH2:20]2)[CH:32]=1. The catalyst class is: 1. (3) Reactant: C(OC([N:8]1[CH2:11][CH:10]([N:12]([C:14]([C:17](=[O:19])[NH2:18])([CH3:16])[CH3:15])[CH3:13])[CH2:9]1)=O)(C)(C)C.C(O)(C(F)(F)F)=O. Product: [NH:8]1[CH2:11][CH:10]([N:12]([CH3:13])[C:14]([CH3:15])([CH3:16])[C:17]([NH2:18])=[O:19])[CH2:9]1. The catalyst class is: 2.